Task: Predict the product of the given reaction.. Dataset: Forward reaction prediction with 1.9M reactions from USPTO patents (1976-2016) (1) Given the reactants Br[C:2]1[CH:7]=[CH:6][C:5]([C:8]2[CH2:12][C:11]([C:17]3[CH:22]=[C:21]([Cl:23])[CH:20]=[C:19]([Cl:24])[CH:18]=3)([C:13]([F:16])([F:15])[F:14])[O:10][N:9]=2)=[CH:4][C:3]=1[Cl:25].[C:26]([O-:29])(=[O:28])C.[Na+].[C]=O.[CH3:33]O, predict the reaction product. The product is: [CH3:33][O:29][C:26](=[O:28])[C:2]1[CH:7]=[CH:6][C:5]([C:8]2[CH2:12][C:11]([C:17]3[CH:22]=[C:21]([Cl:23])[CH:20]=[C:19]([Cl:24])[CH:18]=3)([C:13]([F:14])([F:15])[F:16])[O:10][N:9]=2)=[CH:4][C:3]=1[Cl:25]. (2) Given the reactants CN(C(ON1N=NC2C=CC=NC1=2)=[N+](C)C)C.F[P-](F)(F)(F)(F)F.[NH2:25][C:26]1[C:27]([C:36]([OH:38])=O)=[CH:28][C:29]2[C:34]([CH:35]=1)=[CH:33][CH:32]=[CH:31][CH:30]=2.[N:39]1([C:49]([O:51][C:52]([CH3:55])([CH3:54])[CH3:53])=[O:50])[CH2:44][CH2:43][NH:42][C@H:41]([C:45]([O:47][CH3:48])=[O:46])[CH2:40]1.C(N(C(C)C)CC)(C)C, predict the reaction product. The product is: [NH2:25][C:26]1[C:27]([C:36]([N:42]2[CH2:43][CH2:44][N:39]([C:49]([O:51][C:52]([CH3:53])([CH3:54])[CH3:55])=[O:50])[CH2:40][C@H:41]2[C:45]([O:47][CH3:48])=[O:46])=[O:38])=[CH:28][C:29]2[C:34]([CH:35]=1)=[CH:33][CH:32]=[CH:31][CH:30]=2.